The task is: Predict the product of the given reaction.. This data is from Forward reaction prediction with 1.9M reactions from USPTO patents (1976-2016). (1) Given the reactants Cl[C:2]1[N:3]=[N:4][CH:5]=[C:6](Cl)[C:7]=1[Cl:8].[F:10][C:11]1[CH:16]=[C:15]([F:17])[CH:14]=[CH:13][C:12]=1[CH:18]1[CH2:23][CH2:22][NH:21][CH2:20][CH2:19]1.C(=O)([O-])[O-].[K+].[K+].[NH2:30][NH2:31], predict the reaction product. The product is: [Cl:8][C:7]1[C:6]([N:21]2[CH2:20][CH2:19][CH:18]([C:12]3[CH:13]=[CH:14][C:15]([F:17])=[CH:16][C:11]=3[F:10])[CH2:23][CH2:22]2)=[CH:5][N:4]=[N:3][C:2]=1[NH:30][NH2:31]. (2) Given the reactants CN.CO.[CH2:5]([N:7](CC)CC)C.O1CCCC1.Cl[C:18]1[C:23]([C:24]#[N:25])=[CH:22][N:21]=[C:20]([S:26][CH3:27])[N:19]=1, predict the reaction product. The product is: [CH3:5][NH:7][C:18]1[C:23]([C:24]#[N:25])=[CH:22][N:21]=[C:20]([S:26][CH3:27])[N:19]=1. (3) The product is: [C:25]([O:29][C:30]([C:32]1[S:36][C:35]([O:17][C:13]2[CH:14]=[C:15]([CH3:16])[C:7]3[CH:6]([CH2:5][C:4]([O:3][CH2:1][CH3:2])=[O:18])[O:10][B:9]([OH:11])[C:8]=3[CH:12]=2)=[N:34][CH:33]=1)=[O:31])([CH3:28])([CH3:26])[CH3:27]. Given the reactants [CH2:1]([O:3][C:4](=[O:18])[CH2:5][CH:6]1[O:10][B:9]([OH:11])[C:8]2[CH:12]=[C:13]([OH:17])[CH:14]=[C:15]([CH3:16])[C:7]1=2)[CH3:2].C([O-])([O-])=O.[Cs+].[Cs+].[C:25]([O:29][C:30]([C:32]1[S:36][C:35](Cl)=[N:34][CH:33]=1)=[O:31])([CH3:28])([CH3:27])[CH3:26].Cl, predict the reaction product. (4) Given the reactants [CH2:1]([O:3][C:4]([C:6]1[C:12]2[NH:13][C:14]3[C:15]([OH:20])=[CH:16][CH:17]=[CH:18][C:19]=3[C:11]=2[CH2:10][CH2:9][N:8]([C:21](=[O:29])[C:22]2[CH:27]=[CH:26][C:25]([F:28])=[CH:24][CH:23]=2)[CH:7]=1)=[O:5])[CH3:2].[C:30](=O)([O-])[O-].[K+].[K+].CI, predict the reaction product. The product is: [CH2:1]([O:3][C:4]([C:6]1[C:12]2[NH:13][C:14]3[C:15]([O:20][CH3:30])=[CH:16][CH:17]=[CH:18][C:19]=3[C:11]=2[CH2:10][CH2:9][N:8]([C:21](=[O:29])[C:22]2[CH:27]=[CH:26][C:25]([F:28])=[CH:24][CH:23]=2)[CH:7]=1)=[O:5])[CH3:2]. (5) Given the reactants [OH:1][NH2:2].C[O:4][C:5](=O)[CH2:6][CH2:7][CH2:8][CH2:9][CH2:10][N:11]([C:18]1[CH:23]=[CH:22][CH:21]=[CH:20][N:19]=1)[C:12]1[CH:17]=[CH:16][CH:15]=[CH:14][N:13]=1.CCOC(C)=O, predict the reaction product. The product is: [OH:1][NH:2][C:5](=[O:4])[CH2:6][CH2:7][CH2:8][CH2:9][CH2:10][N:11]([C:18]1[CH:23]=[CH:22][CH:21]=[CH:20][N:19]=1)[C:12]1[CH:17]=[CH:16][CH:15]=[CH:14][N:13]=1. (6) Given the reactants [OH:1][C@@:2]1([C:9]#[C:10][C:11]2[CH:12]=[C:13]([C:17]3[N:22]=[C:21]([C:23]([O:25]CC)=O)[CH:20]=[C:19]([N:28]4[CH:32]=[N:31][CH:30]=[N:29]4)[CH:18]=3)[CH:14]=[CH:15][CH:16]=2)[CH2:6][CH2:5][N:4]([CH3:7])[C:3]1=[O:8].[NH3:33], predict the reaction product. The product is: [OH:1][C@@:2]1([C:9]#[C:10][C:11]2[CH:12]=[C:13]([C:17]3[N:22]=[C:21]([C:23]([NH2:33])=[O:25])[CH:20]=[C:19]([N:28]4[CH:32]=[N:31][CH:30]=[N:29]4)[CH:18]=3)[CH:14]=[CH:15][CH:16]=2)[CH2:6][CH2:5][N:4]([CH3:7])[C:3]1=[O:8].